This data is from Full USPTO retrosynthesis dataset with 1.9M reactions from patents (1976-2016). The task is: Predict the reactants needed to synthesize the given product. Given the product [CH2:6]([C:8]1[N:12]([S:13]([N:16]([CH3:18])[CH3:17])(=[O:15])=[O:14])[C:11]([CH:22]=[O:23])=[N:10][N:9]=1)[CH3:7], predict the reactants needed to synthesize it. The reactants are: [Li]CCCC.[CH2:6]([C:8]1[N:12]([S:13]([N:16]([CH3:18])[CH3:17])(=[O:15])=[O:14])[CH:11]=[N:10][N:9]=1)[CH3:7].CN([CH:22]=[O:23])C.[NH4+].[Cl-].